Dataset: Reaction yield outcomes from USPTO patents with 853,638 reactions. Task: Predict the reaction yield, written as a fraction of the theoretical maximum amount of product (1.0 means a 100% yield; for example, 0.34 means a 34% yield). (1) The catalyst is C(#N)C. The product is [S:23]1[C:24]2[CH:30]=[CH:29][CH:28]=[CH:27][C:25]=2[N:26]=[C:22]1[NH:21][C:13](=[O:15])/[C:12](/[C:4]1[CH:5]=[CH:6][C:7]([S:8]([CH3:11])(=[O:9])=[O:10])=[C:2]([Cl:1])[CH:3]=1)=[N:16]/[O:17][CH:18]([CH3:20])[CH3:19]. The reactants are [Cl:1][C:2]1[CH:3]=[C:4](/[C:12](=[N:16]\[O:17][CH:18]([CH3:20])[CH3:19])/[C:13]([OH:15])=O)[CH:5]=[CH:6][C:7]=1[S:8]([CH3:11])(=[O:10])=[O:9].[NH2:21][C:22]1[S:23][C:24]2[CH:30]=[CH:29][CH:28]=[CH:27][C:25]=2[N:26]=1.C(N(CC)C(C)C)(C)C. The yield is 0.540. (2) The reactants are [Cl:1][C:2]1[CH:21]=[CH:20][C:5]([C:6]([C@@H:8]2[CH2:12][CH2:11][N:10]([C:13]([O:15][C:16]([CH3:19])([CH3:18])[CH3:17])=[O:14])[CH2:9]2)=[O:7])=[CH:4][C:3]=1[F:22].C([BH-](C(CC)C)C(CC)C)(CC)C.[Li+].O. The catalyst is C1COCC1. The product is [Cl:1][C:2]1[CH:21]=[CH:20][C:5]([CH:6]([OH:7])[C@@H:8]2[CH2:12][CH2:11][N:10]([C:13]([O:15][C:16]([CH3:17])([CH3:19])[CH3:18])=[O:14])[CH2:9]2)=[CH:4][C:3]=1[F:22]. The yield is 0.690.